This data is from Forward reaction prediction with 1.9M reactions from USPTO patents (1976-2016). The task is: Predict the product of the given reaction. Given the reactants C([O:4][CH:5]1[CH2:8][C:7]2([CH2:13][CH2:12][N:11]([C:14]([O:16][CH2:17][C:18]3[N:19]=[CH:20][S:21][CH:22]=3)=[O:15])[CH2:10][CH2:9]2)[CH2:6]1)(=O)C.O.C(=O)([O-])[O-].[K+].[K+], predict the reaction product. The product is: [OH:4][CH:5]1[CH2:6][C:7]2([CH2:13][CH2:12][N:11]([C:14]([O:16][CH2:17][C:18]3[N:19]=[CH:20][S:21][CH:22]=3)=[O:15])[CH2:10][CH2:9]2)[CH2:8]1.